Predict the product of the given reaction. From a dataset of Forward reaction prediction with 1.9M reactions from USPTO patents (1976-2016). (1) Given the reactants [Br:1][C:2]1[CH:7]=[CH:6][C:5]([NH:8][C:9](=[O:19])[C@@H:10]([CH2:12][C:13]2[CH:18]=[CH:17][CH:16]=[CH:15][CH:14]=2)[NH2:11])=[CH:4][CH:3]=1.[O:20]([CH2:24][CH2:25]Br)[CH2:21][CH2:22]Br.C(N(C(C)C)CC)(C)C.O, predict the reaction product. The product is: [Br:1][C:2]1[CH:7]=[CH:6][C:5]([NH:8][C:9](=[O:19])[C@H:10]([N:11]2[CH2:25][CH2:24][O:20][CH2:21][CH2:22]2)[CH2:12][C:13]2[CH:14]=[CH:15][CH:16]=[CH:17][CH:18]=2)=[CH:4][CH:3]=1. (2) Given the reactants [CH3:1][O:2][CH2:3][C:4]1[CH:5]=[C:6]([C:10](=O)[CH2:11][C:12]2[CH:17]=[CH:16][CH:15]=[CH:14][CH:13]=2)[CH:7]=[CH:8][CH:9]=1.Cl.[NH2:20][OH:21], predict the reaction product. The product is: [CH3:1][O:2][CH2:3][C:4]1[CH:5]=[C:6]([C:10](=[N:20][OH:21])[CH2:11][C:12]2[CH:17]=[CH:16][CH:15]=[CH:14][CH:13]=2)[CH:7]=[CH:8][CH:9]=1. (3) Given the reactants C([O:8][C:9]1[C:13]([O:14]CC2C=CC=CC=2)=[C:12]([C:22]([N:24]([CH2:27][CH3:28])[CH2:25][CH3:26])=[O:23])[N:11]([C:29]2[CH:34]=[CH:33][C:32]([O:35][CH3:36])=[CH:31][CH:30]=2)[C:10]=1[C:37]([N:39]([CH2:42][CH3:43])[CH2:40][CH3:41])=[O:38])C1C=CC=CC=1, predict the reaction product. The product is: [CH2:42]([N:39]([CH2:40][CH3:41])[C:37]([C:10]1[N:11]([C:29]2[CH:34]=[CH:33][C:32]([O:35][CH3:36])=[CH:31][CH:30]=2)[C:12]([C:22]([N:24]([CH2:25][CH3:26])[CH2:27][CH3:28])=[O:23])=[C:13]([OH:14])[C:9]=1[OH:8])=[O:38])[CH3:43]. (4) Given the reactants C(N(CCCC)C(C1C=CNN=1)=O)CCC.[Cl:17][C:18]1[C:19]([C:24]([OH:26])=O)=[N:20][NH:21][C:22]=1[CH3:23].[Cl:27][C:28]1[CH:29]=[C:30]([CH:37]=[CH:38][C:39]=1[Cl:40])[CH2:31][NH:32][CH2:33][CH2:34][CH2:35][CH3:36], predict the reaction product. The product is: [CH2:33]([N:32]([CH2:31][C:30]1[CH:37]=[CH:38][C:39]([Cl:40])=[C:28]([Cl:27])[CH:29]=1)[C:24]([C:19]1[C:18]([Cl:17])=[C:22]([CH3:23])[NH:21][N:20]=1)=[O:26])[CH2:34][CH2:35][CH3:36].